This data is from Blood-brain barrier permeability classification from the B3DB database. The task is: Regression/Classification. Given a drug SMILES string, predict its absorption, distribution, metabolism, or excretion properties. Task type varies by dataset: regression for continuous measurements (e.g., permeability, clearance, half-life) or binary classification for categorical outcomes (e.g., BBB penetration, CYP inhibition). Dataset: b3db_classification. (1) The compound is N=C(N=O)c1[nH][nH]c2ccccc2n(Cc2ccccc2)c1O. The result is 1 (penetrates BBB). (2) The molecule is CN1C(=O)CC(=O)N(c2ccccc2)c2cc(Cl)ccc21. The result is 1 (penetrates BBB). (3) The compound is CCN(CC)CC[C@]1(c2ccccc2)CCC(=O)NC1=O. The result is 1 (penetrates BBB). (4) The drug is CC(=O)OCC(=O)NCCCOc1cccc(CN2CCCCC2)c1. The result is 0 (does not penetrate BBB).